Dataset: Forward reaction prediction with 1.9M reactions from USPTO patents (1976-2016). Task: Predict the product of the given reaction. (1) Given the reactants OO.[Ce:3].[NH2:4][C@H:5]([C:10]([OH:12])=[O:11])[CH2:6][CH:7]([CH3:9])[CH3:8].[N+]([O-])(O)=O, predict the reaction product. The product is: [NH2:4][C@H:5]([C:10]([OH:12])=[O:11])[CH2:6][CH:7]([CH3:9])[CH3:8].[Ce:3]. (2) Given the reactants Cl.[NH2:2][C@H:3]1[CH2:8][CH2:7][C@H:6]([NH:9][C:10]([C:12]2[C:16]3=[N:17][CH:18]=[CH:19][C:20]([C:21]4[CH:26]=[C:25]([F:27])[CH:24]=[CH:23][C:22]=4[O:28][CH2:29][CH:30]4[CH2:32][CH2:31]4)=[C:15]3[NH:14][C:13]=2[CH3:33])=[O:11])[CH2:5][CH2:4]1.[C:34](Cl)(=[O:36])[CH3:35], predict the reaction product. The product is: [C:34]([NH:2][C@H:3]1[CH2:8][CH2:7][C@H:6]([NH:9][C:10]([C:12]2[C:16]3=[N:17][CH:18]=[CH:19][C:20]([C:21]4[CH:26]=[C:25]([F:27])[CH:24]=[CH:23][C:22]=4[O:28][CH2:29][CH:30]4[CH2:31][CH2:32]4)=[C:15]3[NH:14][C:13]=2[CH3:33])=[O:11])[CH2:5][CH2:4]1)(=[O:36])[CH3:35]. (3) Given the reactants [CH2:1]1[C:9]2[C:4](=[CH:5][CH:6]=[CH:7][C:8]=2[C:10]2[C:19]3[C:14](=[CH:15][CH:16]=[CH:17][CH:18]=3)[CH:13]=[CH:12][CH:11]=2)[CH:3]=[CH:2]1.CS(C)=O.[Br:24]N1C(=O)CCC1=O, predict the reaction product. The product is: [Br:24][C:2]1[CH2:1][C:9]2[C:4]([CH:3]=1)=[CH:5][CH:6]=[CH:7][C:8]=2[C:10]1[C:19]2[C:14](=[CH:15][CH:16]=[CH:17][CH:18]=2)[CH:13]=[CH:12][CH:11]=1. (4) The product is: [C:1]([O:5][C:6]([N:8]1[C:16]2[C:11](=[CH:12][C:13]([NH2:17])=[CH:14][CH:15]=2)[C:10]([NH2:20])=[N:9]1)=[O:7])([CH3:4])([CH3:2])[CH3:3]. Given the reactants [C:1]([O:5][C:6]([N:8]1[C:16]2[C:11](=[CH:12][C:13]([N+:17]([O-])=O)=[CH:14][CH:15]=2)[C:10]([NH2:20])=[N:9]1)=[O:7])([CH3:4])([CH3:3])[CH3:2], predict the reaction product. (5) Given the reactants [N:1]1[CH:6]=[CH:5][CH:4]=[CH:3][C:2]=1[CH:7]([C:24]1[CH:29]=[CH:28][CH:27]=[CH:26][N:25]=1)[CH:8]1[CH2:13][CH2:12][N:11]([C:14]2[CH:19]=[CH:18][C:17]([N+:20]([O-])=O)=[CH:16][C:15]=2[F:23])[CH2:10][CH2:9]1.O.O.[Cl-], predict the reaction product. The product is: [N:1]1[CH:6]=[CH:5][CH:4]=[CH:3][C:2]=1[CH:7]([C:24]1[CH:29]=[CH:28][CH:27]=[CH:26][N:25]=1)[CH:8]1[CH2:13][CH2:12][N:11]([C:14]2[CH:19]=[CH:18][C:17]([NH2:20])=[CH:16][C:15]=2[F:23])[CH2:10][CH2:9]1.